Dataset: Full USPTO retrosynthesis dataset with 1.9M reactions from patents (1976-2016). Task: Predict the reactants needed to synthesize the given product. (1) Given the product [Br:16][C:13]1[CH:14]=[CH:15][C:10]([C:9]2[O:8][N:7]=[C:6]([CH3:17])[C:5]=2[C:3](=[O:4])[CH2:2][S:27][CH2:26][C:22]2[CH:23]=[CH:24][CH:25]=[C:20]([C:19]([F:18])([F:28])[F:29])[CH:21]=2)=[CH:11][CH:12]=1, predict the reactants needed to synthesize it. The reactants are: Br[CH2:2][C:3]([C:5]1[C:6]([CH3:17])=[N:7][O:8][C:9]=1[C:10]1[CH:15]=[CH:14][C:13]([Br:16])=[CH:12][CH:11]=1)=[O:4].[F:18][C:19]([F:29])([F:28])[C:20]1[CH:21]=[C:22]([CH2:26][SH:27])[CH:23]=[CH:24][CH:25]=1. (2) The reactants are: [C:1]([SiH2:5][O:6][C:7]([CH3:29])([CH3:28])[C:8]1[N:9]=[C:10]([C:13]2[CH:18]=[CH:17][C:16]([N:19]3[CH2:23][C@H:22]([CH2:24][OH:25])[O:21][C:20]3=[O:26])=[CH:15][C:14]=2[F:27])[O:11][CH:12]=1)([CH3:4])([CH3:3])[CH3:2].C(N(C(C)C)CC)(C)C.[CH3:39][S:40](Cl)(=[O:42])=[O:41]. Given the product [CH3:39][S:40]([O:25][CH2:24][CH:22]1[O:21][C:20](=[O:26])[N:19]([C:16]2[CH:17]=[CH:18][C:13]([C:10]3[O:11][CH:12]=[C:8]([C:7]([CH3:29])([CH3:28])[O:6][SiH2:5][C:1]([CH3:4])([CH3:2])[CH3:3])[N:9]=3)=[C:14]([F:27])[CH:15]=2)[CH2:23]1)(=[O:42])=[O:41], predict the reactants needed to synthesize it. (3) Given the product [NH2:12][C:10]1[CH:9]=[C:8]([F:15])[C:7]2[N:3]([CH2:1][CH3:2])[C:4](=[O:16])[O:5][C:6]=2[CH:11]=1, predict the reactants needed to synthesize it. The reactants are: [CH2:1]([N:3]1[C:7]2[C:8]([F:15])=[CH:9][C:10]([N+:12]([O-])=O)=[CH:11][C:6]=2[O:5][C:4]1=[O:16])[CH3:2].[Cl-].[NH4+]. (4) The reactants are: CC(C)([O-])C.[K+].[C:7]([C:9]1[CH:10]=[C:11]([C:23]2[N:28]=[CH:27][N:26]=[C:25]([NH:29][C:30]3[CH:35]=[CH:34][C:33]([N:36]4[CH2:41][CH2:40][N:39]([C:42]([O:44][C:45]([CH3:48])([CH3:47])[CH3:46])=[O:43])[CH2:38][CH2:37]4)=[C:32]([F:49])[CH:31]=3)[N:24]=2)[CH:12]=[CH:13][C:14]=1[O:15][C@H:16]1[CH2:21][CH2:20][O:19][CH2:18][C@H:17]1[F:22])#[N:8].F[C@H]1[C@@H](O)CCOC1.C(C1C=C(C2N=CN=C(NC3C=CC(N4CCN(C(OC(C)(C)C)=O)CC4)=C(F)C=3)N=2)C=CC=1F)#N. Given the product [C:7]([C:9]1[CH:10]=[C:11]([C:23]2[N:28]=[CH:27][N:26]=[C:25]([NH:29][C:30]3[CH:35]=[CH:34][C:33]([N:36]4[CH2:41][CH2:40][N:39]([C:42]([O:44][C:45]([CH3:47])([CH3:46])[CH3:48])=[O:43])[CH2:38][CH2:37]4)=[C:32]([F:49])[CH:31]=3)[N:24]=2)[CH:12]=[CH:13][C:14]=1[O:15][C@H:16]1[CH2:21][CH2:20][O:19][CH2:18][C@H:17]1[F:22])#[N:8], predict the reactants needed to synthesize it. (5) Given the product [C:5](=[O:6])([O-:8])[O-:7].[Ce+3:2].[C:10](=[O:11])([O-:13])[O-:12].[C:5](=[O:6])([O-:8])[O-:7].[Ce+3:2], predict the reactants needed to synthesize it. The reactants are: [Cl-].[Ce+3:2].[Cl-].[Cl-].[C:5](=[O:8])([OH:7])[O-:6].[Mg+2].[C:10](=[O:13])([OH:12])[O-:11].[Ce]. (6) Given the product [CH2:10]([C:5]1([CH:4]([F:12])[C:3]([NH:15][OH:16])=[O:2])[O:9][CH2:8][CH2:7][O:6]1)[CH3:11], predict the reactants needed to synthesize it. The reactants are: C[O:2][C:3](=O)[CH:4]([F:12])[C:5]1([CH2:10][CH3:11])[O:9][CH2:8][CH2:7][O:6]1.Cl.[NH2:15][OH:16].CO[Na].